Dataset: Acute oral toxicity (LD50) regression data from Zhu et al.. Task: Regression/Classification. Given a drug SMILES string, predict its toxicity properties. Task type varies by dataset: regression for continuous values (e.g., LD50, hERG inhibition percentage) or binary classification for toxic/non-toxic outcomes (e.g., AMES mutagenicity, cardiotoxicity, hepatotoxicity). Dataset: ld50_zhu. (1) The compound is CC1(C)C2CCC1(C)C(O)C2. The rat oral LD50 is 1.43, given as -log10 of the dose in mol/kg body weight (higher means more acutely toxic). (2) The molecule is Cc1c(Nc2ccccc2C(=O)O)ccc(O)c1Cl. The rat oral LD50 is 2.18, given as -log10 of the dose in mol/kg body weight (higher means more acutely toxic). (3) The molecule is CN(N=Nc1ccccc1)N=Nc1ccccc1. The rat oral LD50 is 3.05, given as -log10 of the dose in mol/kg body weight (higher means more acutely toxic). (4) The drug is CC(C)NCC(O)COc1cccc2c1OCC(O)C2. The rat oral LD50 is 2.18, given as -log10 of the dose in mol/kg body weight (higher means more acutely toxic).